Dataset: Full USPTO retrosynthesis dataset with 1.9M reactions from patents (1976-2016). Task: Predict the reactants needed to synthesize the given product. (1) The reactants are: [CH3:1][O:2][C:3]1[CH:4]=[C:5]2[C:10](=[CH:11][C:12]=1[O:13][CH2:14][CH2:15][CH2:16][N:17]1[CH2:21][CH2:20][CH2:19][CH2:18]1)[N:9]=[CH:8][C:7]([C:22]#[N:23])=[C:6]2[CH3:24].[Li+].C[Si]([N-][Si](C)(C)C)(C)C.[C:35](OC)(=O)[C:36]1[CH:41]=[CH:40][CH:39]=[N:38][CH:37]=1.C([O-])(=O)C.[NH4+:49]. Given the product [CH3:1][O:2][C:3]1[C:12]([O:13][CH2:14][CH2:15][CH2:16][N:17]2[CH2:21][CH2:20][CH2:19][CH2:18]2)=[CH:11][C:10]2[N:9]=[CH:8][C:7]3[C:6]([C:5]=2[CH:4]=1)=[CH:24][C:35]([C:36]1[CH:37]=[N:38][CH:39]=[CH:40][CH:41]=1)=[N:23][C:22]=3[NH2:49], predict the reactants needed to synthesize it. (2) Given the product [C:14]1([NH:13][C:3]2[CH:2]=[N:1][C:10]3[C:5]([CH:4]=2)=[CH:6][CH:7]=[CH:8][CH:9]=3)[CH:19]=[CH:18][CH:17]=[CH:16][CH:15]=1, predict the reactants needed to synthesize it. The reactants are: [N:1]1[C:10]2[C:5](=[CH:6][CH:7]=[CH:8][CH:9]=2)[CH:4]=[CH:3][C:2]=1C=O.[NH2:13][C:14]1[CH:19]=[CH:18][CH:17]=[CH:16][CH:15]=1.[BH3-]C#N.[Na+]. (3) Given the product [CH:1]([C:4]1[C:8]([CH2:9][CH2:10][CH2:11][O:12][C:24]2[CH:25]=[C:26]([CH:36]=[CH:37][C:38]=2[O:39][CH3:40])[O:27][C:28]([CH3:35])([CH3:34])[C:29]([OH:31])=[O:30])=[CH:7][N:6]([C:13]2[CH:18]=[CH:17][C:16]([C:19]([F:21])([F:20])[F:22])=[CH:15][N:14]=2)[N:5]=1)([CH3:3])[CH3:2], predict the reactants needed to synthesize it. The reactants are: [CH:1]([C:4]1[C:8]([CH2:9][CH2:10][CH2:11][OH:12])=[CH:7][N:6]([C:13]2[CH:18]=[CH:17][C:16]([C:19]([F:22])([F:21])[F:20])=[CH:15][N:14]=2)[N:5]=1)([CH3:3])[CH3:2].O[C:24]1[CH:25]=[C:26]([CH:36]=[CH:37][C:38]=1[O:39][CH3:40])[O:27][C:28]([CH3:35])([CH3:34])[C:29]([O:31]CC)=[O:30].C(P(CCCC)CCCC)CCC.N(C(N1CCCCC1)=O)=NC(N1CCCCC1)=O. (4) Given the product [O:4]1[C:8]2[CH:9]=[CH:10][CH:11]=[C:12]([N:13]3[CH2:18][CH2:17][N:16]([CH2:19][CH2:20][C@H:21]4[CH2:26][CH2:25][C@H:24]([NH:27][S:34]([C:32]5[N:31]=[CH:30][N:29]([CH3:28])[CH:33]=5)(=[O:36])=[O:35])[CH2:23][CH2:22]4)[CH2:15][CH2:14]3)[C:7]=2[O:6][CH2:5]1, predict the reactants needed to synthesize it. The reactants are: Cl.Cl.Cl.[O:4]1[C:8]2[CH:9]=[CH:10][CH:11]=[C:12]([N:13]3[CH2:18][CH2:17][N:16]([CH2:19][CH2:20][C@H:21]4[CH2:26][CH2:25][C@H:24]([NH2:27])[CH2:23][CH2:22]4)[CH2:15][CH2:14]3)[C:7]=2[O:6][CH2:5]1.[CH3:28][N:29]1[CH:33]=[C:32]([S:34](Cl)(=[O:36])=[O:35])[N:31]=[CH:30]1. (5) Given the product [CH3:25][O:24][C:18]1[CH:17]=[C:16]([CH:12]([NH:11][C:6]2[CH:5]=[C:4]3[C:9](=[CH:8][CH:7]=2)[C:32](=[O:36])[NH:2][C:1]3=[O:3])[C:13]([OH:15])=[O:14])[CH:21]=[CH:20][C:19]=1[O:22][CH3:23], predict the reactants needed to synthesize it. The reactants are: [C:1]([C:4]1[CH:5]=[C:6]([NH:11][CH:12]([C:16]2[CH:21]=[CH:20][C:19]([O:22][CH3:23])=[C:18]([O:24][CH3:25])[CH:17]=2)[C:13]([OH:15])=[O:14])[CH:7]=[CH:8][C:9]=1F)(=[O:3])[NH2:2].NC1C=C2C(=CC=1)[C:32](=[O:36])NC2=O.COC1C=C(B(O)O)C=CC=1OC.O.C(O)(=O)C=O. (6) The reactants are: [C:1]([S:5][CH2:6][C:7]1[CH:8]=[C:9]([NH:22][C:23](=[O:28])[C:24]([CH3:27])([CH3:26])[CH3:25])[CH:10]=[CH:11][C:12]=1[CH2:13][N:14]1[CH:18]=[C:17]([CH2:19][C:20]#[N:21])[CH:16]=[N:15]1)([CH3:4])([CH3:3])[CH3:2].C[Si]([N:33]=[N+:34]=[N-:35])(C)C.C([Sn](=O)CCCC)CCC. Given the product [C:1]([S:5][CH2:6][C:7]1[CH:8]=[C:9]([NH:22][C:23](=[O:28])[C:24]([CH3:27])([CH3:26])[CH3:25])[CH:10]=[CH:11][C:12]=1[CH2:13][N:14]1[CH:18]=[C:17]([CH2:19][C:20]2[N:33]=[N:34][NH:35][N:21]=2)[CH:16]=[N:15]1)([CH3:4])([CH3:3])[CH3:2], predict the reactants needed to synthesize it. (7) Given the product [Br:1][C:2]1[C:3]([N:23]2[CH2:27][CH2:26][C@H:25]([CH2:28][OH:29])[CH2:24]2)=[N:4][CH:5]=[C:6]([CH:21]=1)[C:7]([NH:9][C:10]1[CH:15]=[CH:14][C:13]([S:16][C:17]([F:20])([F:19])[F:18])=[CH:12][CH:11]=1)=[O:8], predict the reactants needed to synthesize it. The reactants are: [Br:1][C:2]1[C:3](Cl)=[N:4][CH:5]=[C:6]([CH:21]=1)[C:7]([NH:9][C:10]1[CH:15]=[CH:14][C:13]([S:16][C:17]([F:20])([F:19])[F:18])=[CH:12][CH:11]=1)=[O:8].[NH:23]1[CH2:27][CH2:26][C@H:25]([CH2:28][OH:29])[CH2:24]1. (8) The reactants are: [NH2:1][C:2]1[C:3]2[CH:10]=[CH:9][N:8]([CH:11]3[O:15][C:14]([CH2:19][OH:20])([CH:16]=[N:17]O)[CH:13]([O:21][Si:22]([C:25]([CH3:28])([CH3:27])[CH3:26])([CH3:24])[CH3:23])[CH2:12]3)[C:4]=2[N:5]=[CH:6][N:7]=1.C(N(CC)CC)C.FC(F)(F)C(OC(=O)C(F)(F)F)=O. Given the product [NH2:1][C:2]1[C:3]2[CH:10]=[CH:9][N:8]([C@@H:11]3[O:15][C@@:14]([CH2:19][OH:20])([C:16]#[N:17])[C@@H:13]([O:21][Si:22]([C:25]([CH3:28])([CH3:27])[CH3:26])([CH3:23])[CH3:24])[CH2:12]3)[C:4]=2[N:5]=[CH:6][N:7]=1, predict the reactants needed to synthesize it. (9) Given the product [Br:1][C:2]1[C:3]([CH3:15])=[CH:4][C:5]([O:6][CH2:7][CH2:8][C:9]([N:24]([O:23][CH3:19])[CH3:25])=[O:11])=[CH:12][C:13]=1[CH3:14], predict the reactants needed to synthesize it. The reactants are: [Br:1][C:2]1[C:13]([CH3:14])=[CH:12][C:5]([O:6][CH2:7][CH2:8][C:9]([OH:11])=O)=[CH:4][C:3]=1[CH3:15].CN([C:19]([O:23][N:24]1N=NC2C=CC=C[C:25]1=2)=[N+](C)C)C.[B-](F)(F)(F)F.CONC.